Task: Predict the product of the given reaction.. Dataset: Forward reaction prediction with 1.9M reactions from USPTO patents (1976-2016) The product is: [CH:42]1[C:43]2[NH:44][C:45]3[C:50](=[CH:49][CH:48]=[CH:47][CH:46]=3)[C:51]=2[C:39]([C:9]2[CH:10]=[CH:11][C:12]([NH:15][C:16](=[O:22])[O:17][C:18]([CH3:19])([CH3:20])[CH3:21])=[N:13][CH:14]=2)=[CH:40][CH:41]=1. Given the reactants CC1(C)C(C)(C)OB([C:9]2[CH:10]=[CH:11][C:12]([NH:15][C:16](=[O:22])[O:17][C:18]([CH3:21])([CH3:20])[CH3:19])=[N:13][CH:14]=2)O1.C(=O)([O-])[O-].[Cs+].[Cs+].ClCCl.FC(F)(F)S(O[C:39]1[C:51]2[C:50]3[C:45](=[CH:46][CH:47]=[CH:48][CH:49]=3)[NH:44][C:43]=2[CH:42]=[CH:41][CH:40]=1)(=O)=O, predict the reaction product.